This data is from Reaction yield outcomes from USPTO patents with 853,638 reactions. The task is: Predict the reaction yield, written as a fraction of the theoretical maximum amount of product (1.0 means a 100% yield; for example, 0.34 means a 34% yield). (1) The reactants are [Cl:1][C:2]1[CH:7]=[CH:6][CH:5]=[CH:4][C:3]=1[NH:8][C:9](=[O:23])[NH:10][C:11]1[CH:16]=[CH:15][C:14]([CH2:17][C:18]([OH:20])=O)=[CH:13][C:12]=1[O:21][CH3:22].[CH3:24][O:25][C@@H:26]1[CH2:30][NH:29][C@H:28]([CH2:31][O:32][C:33]2[CH:42]=[CH:41][C:36]([C:37]([O:39][CH3:40])=[O:38])=[CH:35][CH:34]=2)[CH2:27]1.CCN=C=NCCCN(C)C.Cl.C1C=CC2N(O)N=NC=2C=1.CCN(CC)CC. The catalyst is CN(C=O)C. The product is [Cl:1][C:2]1[CH:7]=[CH:6][CH:5]=[CH:4][C:3]=1[NH:8][C:9](=[O:23])[NH:10][C:11]1[CH:16]=[CH:15][C:14]([CH2:17][C:18]([N:29]2[CH2:30][C@@H:26]([O:25][CH3:24])[CH2:27][C@H:28]2[CH2:31][O:32][C:33]2[CH:42]=[CH:41][C:36]([C:37]([O:39][CH3:40])=[O:38])=[CH:35][CH:34]=2)=[O:20])=[CH:13][C:12]=1[O:21][CH3:22]. The yield is 0.870. (2) The reactants are C(OC([N:8]1[CH2:13][CH2:12][CH:11]([N:14]2[CH2:17][CH2:16][CH2:15]2)[CH2:10][CH2:9]1)=O)(C)(C)C.C(O)(C(F)(F)F)=O.C(Cl)Cl. No catalyst specified. The product is [N:14]1([CH:11]2[CH2:12][CH2:13][NH:8][CH2:9][CH2:10]2)[CH2:17][CH2:16][CH2:15]1. The yield is 0.790. (3) The reactants are C[O:2][C:3]([C:5]1[N:6]=[C:7]([CH2:10][NH:11][C:12]([O:14][C:15]([CH3:18])([CH3:17])[CH3:16])=[O:13])[O:8][CH:9]=1)=O.CC(C[AlH]CC(C)C)C.C(C(C(C([O-])=O)O)O)([O-])=O.[K+].[Na+]. The catalyst is ClCCl. The product is [C:15]([O:14][C:12](=[O:13])[NH:11][CH2:10][C:7]1[O:8][CH:9]=[C:5]([CH2:3][OH:2])[N:6]=1)([CH3:18])([CH3:16])[CH3:17]. The yield is 0.280. (4) The reactants are [CH3:1][N:2]([CH3:6])[CH2:3][CH2:4][OH:5].[C:20]1(P([C:20]2[CH:25]=[CH:24][CH:23]=[CH:22][CH:21]=2)[C:20]2[CH:25]=[CH:24][CH:23]=[CH:22][CH:21]=2)[CH:25]=[CH:24][CH:23]=[CH:22][CH:21]=1.N([C:34]([O:36][CH:37]([CH3:39])C)=[O:35])=N[C:34]([O:36][CH:37](C)[CH3:39])=[O:35].C1C[O:43][CH2:42][CH2:41]1. No catalyst specified. The product is [CH3:1][N:2]([CH2:3][CH2:4][O:5][C:24]1[CH:23]=[CH:22][C:21]2[O:43][C:42]([C:34]([O:36][CH2:37][CH3:39])=[O:35])=[CH:41][C:20]=2[CH:25]=1)[CH3:6]. The yield is 0.600. (5) The reactants are [Br:1][C:2]1[CH:6]=[N:5][N:4]([CH3:7])[C:3]=1[C:8]1[CH:9]=[C:10]([NH2:16])[CH:11]=[CH:12][C:13]=1[O:14][CH3:15].[C:17]([C:19]1[CH:20]=[C:21]([N:25]=[C:26]=[O:27])[CH:22]=[CH:23][CH:24]=1)#[N:18]. The catalyst is C(Cl)Cl. The product is [Br:1][C:2]1[CH:6]=[N:5][N:4]([CH3:7])[C:3]=1[C:8]1[CH:9]=[C:10]([NH:16][C:26]([NH:25][C:21]2[CH:22]=[CH:23][CH:24]=[C:19]([C:17]#[N:18])[CH:20]=2)=[O:27])[CH:11]=[CH:12][C:13]=1[O:14][CH3:15]. The yield is 0.580. (6) The reactants are [CH2:1]([C:3]1[CH:9]=[C:8]([C:10]2[CH:15]=[C:14]([C:16]3[CH:21]=[CH:20][CH:19]=[CH:18][C:17]=3[O:22][CH2:23][CH2:24][O:25][CH3:26])[NH:13][C:12](=[O:27])[N:11]=2)[CH:7]=[CH:6][C:4]=1[NH2:5])[CH3:2].[C:28]([O:31]C(=O)C)(=O)[CH3:29].C([O-])(=O)C.[K+].[N:40](OCCC(C)C)=O. The catalyst is C(Cl)(Cl)Cl. The product is [CH3:2][C:1]1[C:3]2[C:4](=[CH:6][CH:7]=[C:8]([C:10]3[CH:15]=[C:14]([C:16]4[CH:21]=[CH:20][CH:19]=[CH:18][C:17]=4[O:22][CH2:23][CH2:24][O:25][CH3:26])[NH:13][C:12](=[O:27])[N:11]=3)[CH:9]=2)[N:5]([C:28](=[O:31])[CH3:29])[N:40]=1. The yield is 0.650. (7) The reactants are [O-]P([O-])([O-])=O.[K+].[K+].[K+].C(Cl)(Cl)Cl.P(C(C)(C)C)(C(C)(C)C)C(C)(C)C.[CH2:26]([O:28][C:29]([C:31]1([CH2:45][C:46]2[CH:51]=[CH:50][C:49]([C:52]#[N:53])=[CH:48][C:47]=2Br)[C:36](=[O:37])[CH2:35][CH2:34][N:33]([CH2:38][C:39]2[CH:44]=[CH:43][CH:42]=[CH:41][CH:40]=2)[CH2:32]1)=[O:30])[CH3:27]. The catalyst is C1(C)C=CC=CC=1. The product is [CH2:26]([O:28][C:29]([C:31]12[C:36](=[O:37])[CH:35]([C:47]3[CH:48]=[C:49]([C:52]#[N:53])[CH:50]=[CH:51][C:46]=3[CH2:45]1)[CH2:34][N:33]([CH2:38][C:39]1[CH:44]=[CH:43][CH:42]=[CH:41][CH:40]=1)[CH2:32]2)=[O:30])[CH3:27]. The yield is 0.220.